From a dataset of Forward reaction prediction with 1.9M reactions from USPTO patents (1976-2016). Predict the product of the given reaction. (1) Given the reactants [C:1]1([C:7](=[O:40])[CH2:8][C:9]2[C:17]3[C:12](=[N:13][CH:14]=[C:15]([C:18]4[CH:23]=[C:22]([O:24][CH3:25])[C:21]([O:26][CH3:27])=[C:20]([O:28][CH3:29])[CH:19]=4)[N:16]=3)[N:11](S(C3C=CC(C)=CC=3)(=O)=O)[CH:10]=2)[CH:6]=[CH:5][CH:4]=[CH:3][CH:2]=1.C1C[O:44]CC1.[OH-].[K+], predict the reaction product. The product is: [C:1]1([C:7](=[O:40])[C:8]([C:9]2[C:17]3[C:12](=[N:13][CH:14]=[C:15]([C:18]4[CH:19]=[C:20]([O:28][CH3:29])[C:21]([O:26][CH3:27])=[C:22]([O:24][CH3:25])[CH:23]=4)[N:16]=3)[NH:11][CH:10]=2)=[O:44])[CH:6]=[CH:5][CH:4]=[CH:3][CH:2]=1. (2) Given the reactants [BH4-].[Na+].[CH3:3][S:4]([C:7]1[CH:8]=[C:9]([CH:12]=[CH:13][CH:14]=1)[CH:10]=[O:11])(=[O:6])=[O:5].O, predict the reaction product. The product is: [CH3:3][S:4]([C:7]1[CH:8]=[C:9]([CH2:10][OH:11])[CH:12]=[CH:13][CH:14]=1)(=[O:5])=[O:6].